This data is from Catalyst prediction with 721,799 reactions and 888 catalyst types from USPTO. The task is: Predict which catalyst facilitates the given reaction. (1) Reactant: Cl.[NH2:2][CH2:3][CH2:4][C:5]([N:7]1[CH2:12][CH2:11][O:10][CH2:9][CH2:8]1)=[O:6].[Na+].C1(CC([O-])=O)C=CC=CC=1.[C:24]1([NH:30][C:31](=[O:54])[CH:32]([CH:38]([C:48]2[CH:53]=[CH:52][CH:51]=[CH:50][CH:49]=2)[C:39]([C:41]2[CH:46]=[CH:45][C:44]([F:47])=[CH:43][CH:42]=2)=O)[C:33](=O)[CH:34]([CH3:36])[CH3:35])[CH:29]=[CH:28][CH:27]=[CH:26][CH:25]=1. Product: [C:24]1([NH:30][C:31]([C:32]2[C:38]([C:48]3[CH:49]=[CH:50][CH:51]=[CH:52][CH:53]=3)=[C:39]([C:41]3[CH:42]=[CH:43][C:44]([F:47])=[CH:45][CH:46]=3)[N:2]([CH2:3][CH2:4][C:5]([N:7]3[CH2:12][CH2:11][O:10][CH2:9][CH2:8]3)=[O:6])[C:33]=2[CH:34]([CH3:36])[CH3:35])=[O:54])[CH:29]=[CH:28][CH:27]=[CH:26][CH:25]=1. The catalyst class is: 1. (2) Reactant: [Cl:1][C:2]1[CH:3]=[C:4]2[C:9](=[CH:10][C:11]=1[C:12]([N:14]1[CH2:18][CH2:17][CH2:16][CH2:15]1)=[O:13])[N:8]=[CH:7][N:6]=[C:5]2[NH:19][CH:20]([C:26]1[N:30](C(OC(C)(C)C)=O)[C:29]2[CH:38]=[CH:39][C:40]([Cl:42])=[CH:41][C:28]=2[N:27]=1)[CH2:21][CH2:22][C:23]([OH:25])=O.[NH:43]1[CH2:48][CH2:47][S:46](=[O:49])[CH2:45][CH2:44]1.CN(C(ON1N=NC2C=CC=CC1=2)=[N+](C)C)C.[B-](F)(F)(F)F.FC(F)(F)C(O)=O. Product: [Cl:1][C:2]1[CH:3]=[C:4]2[C:9](=[CH:10][C:11]=1[C:12]([N:14]1[CH2:18][CH2:17][CH2:16][CH2:15]1)=[O:13])[N:8]=[CH:7][N:6]=[C:5]2[NH:19][CH:20]([C:26]1[NH:30][C:29]2[CH:38]=[CH:39][C:40]([Cl:42])=[CH:41][C:28]=2[N:27]=1)[CH2:21][CH2:22][C:23]([N:43]1[CH2:48][CH2:47][S:46](=[O:49])[CH2:45][CH2:44]1)=[O:25]. The catalyst class is: 783. (3) Reactant: [CH:1]([O:4][C:5]([C:7]1[CH:8]([C:35]2[CH:40]=[CH:39][CH:38]=[C:37]([N+:41]([O-:43])=[O:42])[CH:36]=2)[C:9]([C:15]([O:17][CH:18]2[CH2:21][N:20]([CH:22]([C:29]3[CH:34]=[CH:33][CH:32]=[CH:31][CH:30]=3)[C:23]3[CH:28]=[CH:27][CH:26]=[CH:25][CH:24]=3)[CH2:19]2)=[O:16])=[C:10]([NH2:14])[NH:11][C:12]=1[CH3:13])=[O:6])([CH3:3])[CH3:2].[CH3:44][S:45]([OH:48])(=[O:47])=[O:46]. Product: [CH3:44][S:45]([OH:48])(=[O:47])=[O:46].[CH3:44][S:45]([OH:48])(=[O:47])=[O:46].[CH3:44][S:45]([OH:48])(=[O:47])=[O:46].[CH:1]([O:4][C:5]([C:7]1[CH:8]([C:35]2[CH:40]=[CH:39][CH:38]=[C:37]([N+:41]([O-:43])=[O:42])[CH:36]=2)[C:9]([C:15]([O:17][CH:18]2[CH2:19][N:20]([CH:22]([C:29]3[CH:34]=[CH:33][CH:32]=[CH:31][CH:30]=3)[C:23]3[CH:28]=[CH:27][CH:26]=[CH:25][CH:24]=3)[CH2:21]2)=[O:16])=[C:10]([NH2:14])[NH:11][C:12]=1[CH3:13])=[O:6])([CH3:3])[CH3:2]. The catalyst class is: 13. (4) Reactant: [C:1]1([N:7]([C:9]2[CH:18]=[CH:17][C:16]3[C:11](=[CH:12][CH:13]=[CH:14][CH:15]=3)[CH:10]=2)N)[CH:6]=[CH:5][CH:4]=[CH:3][CH:2]=1.Cl.[Cl:20]([OH:24])(=[O:23])(=[O:22])=[O:21]. Product: [Cl:20]([O-:24])(=[O:23])(=[O:22])=[O:21].[CH3:12][C:11]1([CH3:16])[C:10]2[C:11]3[CH:12]=[CH:13][CH:14]=[CH:15][C:16]=3[CH:17]=[CH:18][C:9]=2[N+:7]([C:1]2[CH:6]=[CH:5][CH:4]=[CH:3][CH:2]=2)=[C:10]1[CH3:9]. The catalyst class is: 8.